This data is from Full USPTO retrosynthesis dataset with 1.9M reactions from patents (1976-2016). The task is: Predict the reactants needed to synthesize the given product. (1) Given the product [C:1]([NH:5][S:6]([C:9]1[CH:14]=[CH:13][CH:12]=[CH:11][C:10]=1[B:20]([OH:25])[OH:21])(=[O:8])=[O:7])([CH3:4])([CH3:2])[CH3:3], predict the reactants needed to synthesize it. The reactants are: [C:1]([NH:5][S:6]([C:9]1[CH:14]=[CH:13][CH:12]=[CH:11][CH:10]=1)(=[O:8])=[O:7])([CH3:4])([CH3:3])[CH3:2].[Li]CCCC.[B:20](OC(C)C)([O:25]C(C)C)[O:21]C(C)C.Cl.B([O-])([O-])[O-]. (2) Given the product [Br:15][CH2:13][C:12]([C:7]1[CH:8]=[CH:9][CH:10]=[CH:11][C:6]=1[S:3]([CH2:1][CH3:2])(=[O:5])=[O:4])=[O:14], predict the reactants needed to synthesize it. The reactants are: [CH2:1]([S:3]([C:6]1[CH:11]=[CH:10][CH:9]=[CH:8][C:7]=1[C:12](=[O:14])[CH3:13])(=[O:5])=[O:4])[CH3:2].[Br-:15].[Br-].[Br-].C1([N+](C)(C)C)C=CC=CC=1.C1([N+](C)(C)C)C=CC=CC=1.C1([N+](C)(C)C)C=CC=CC=1.S([O-])([O-])(=O)=S.[Na+].[Na+]. (3) Given the product [Br:23][C:24](=[CH2:25])[CH2:26][CH:5]([CH:6]1[CH2:11][CH2:10][N:9]([C:12]([O:14][CH2:15][C:16]2[CH:17]=[CH:18][CH:19]=[CH:20][CH:21]=2)=[O:13])[CH2:8][CH2:7]1)[C:4]([O:3][CH2:1][CH3:2])=[O:22], predict the reactants needed to synthesize it. The reactants are: [CH2:1]([O:3][C:4](=[O:22])[CH2:5][CH:6]1[CH2:11][CH2:10][N:9]([C:12]([O:14][CH2:15][C:16]2[CH:21]=[CH:20][CH:19]=[CH:18][CH:17]=2)=[O:13])[CH2:8][CH2:7]1)[CH3:2].[Br:23][C:24]([CH2:26]Br)=[CH2:25]. (4) The reactants are: [O:1]1[CH2:6][CH2:5][C:4](=[N:7][OH:8])[CH2:3][CH2:2]1.IC1C=CC=CC=1.[C:16]([O:19][C:20]1[CH:25]=[CH:24][CH:23]=[CH:22][C:21]=1[C:26]([O:28][CH2:29][CH2:30][CH2:31][C:32]([OH:34])=[O:33])=[O:27])(=[O:18])[CH3:17].[C:16]([O:19][C:20]1[CH:25]=[CH:24][CH:23]=[CH:22][C:21]=1[C:26]([O:28][CH2:29][CH2:30][CH2:31][C:32]([OH:34])=[O:33])=[O:27])(=[O:18])[CH3:17]. Given the product [C:16]([O:19][C:20]1[CH:25]=[CH:24][CH:23]=[CH:22][C:21]=1[C:26]([O:28][CH2:29][CH2:30][CH2:31][C:32]([O:34][C:4]1([N:7]=[O:8])[CH2:5][CH2:6][O:1][CH2:2][CH2:3]1)=[O:33])=[O:27])(=[O:18])[CH3:17], predict the reactants needed to synthesize it. (5) Given the product [N:68]([CH2:11][C@H:10]([CH3:13])[C@H:9]([C@H:14]1[CH2:18][O:17][C:16]([CH3:20])([CH3:19])[O:15]1)[O:8][Si:1]([C:4]([CH3:7])([CH3:6])[CH3:5])([CH3:3])[CH3:2])=[N+:69]=[N-:70], predict the reactants needed to synthesize it. The reactants are: [Si:1]([O:8][C@@H:9]([C@H:14]1[CH2:18][O:17][C:16]([CH3:20])([CH3:19])[O:15]1)[C@@H:10]([CH3:13])[CH2:11]O)([C:4]([CH3:7])([CH3:6])[CH3:5])([CH3:3])[CH3:2].CC(OC(/N=N/C(OC(C)C)=O)=O)C.C1C=CC(P(C2C=CC=CC=2)C2C=CC=CC=2)=CC=1.C1C=CC(P([N:68]=[N+:69]=[N-:70])(C2C=CC=CC=2)=O)=CC=1. (6) Given the product [CH2:1]([O:3][C:4]([CH:6]1[C:18]2[NH:17][C:16]3[C:11](=[CH:12][CH:13]=[CH:14][CH:15]=3)[C:10]=2[CH2:9][CH2:8][N:7]1[C:24](=[O:25])[C:23]1[CH:27]=[CH:28][C:20]([F:19])=[CH:21][CH:22]=1)=[O:5])[CH3:2], predict the reactants needed to synthesize it. The reactants are: [CH2:1]([O:3][C:4]([CH:6]1[C:18]2[NH:17][C:16]3[C:11](=[CH:12][CH:13]=[CH:14][CH:15]=3)[C:10]=2[CH2:9][CH2:8][NH:7]1)=[O:5])[CH3:2].[F:19][C:20]1[CH:28]=[CH:27][C:23]([C:24](Cl)=[O:25])=[CH:22][CH:21]=1.C(N(C(C)C)CC)(C)C. (7) Given the product [F:1][C:2]1[N:3]=[CH:4][C:5]([O:8][C:15]2[N:16]=[CH:21][CH:22]=[CH:23][C:14]=2[C:13]#[N:55])=[CH:6][CH:7]=1, predict the reactants needed to synthesize it. The reactants are: [F:1][C:2]1[CH:7]=[CH:6][C:5]([OH:8])=[CH:4][N:3]=1.CO[C@@H]1[C@@H](C(OC)=O)[C@@H:23]2[C@@H:14]([CH2:15][N:16]3[C@H:21]([CH2:22]2)C2NC4C=C(OC)C=CC=4C=2CC3)[CH2:13][C@H]1OC(C1C=C(OC)C(OC)=C(OC)C=1)=O.C(#[N:55])C. (8) Given the product [Cl:35][C:29]1[CH:30]=[CH:31][C:32]([Cl:34])=[CH:33][C:28]=1[C:27]([NH:26][CH2:25][C:24]([NH:23][C@H:18]([B:17]1[O:3][C@@H:2]([CH:4]2[CH2:9][CH2:8][CH2:7][CH2:6][CH2:5]2)[C:1](=[O:11])[O:10]1)[CH2:19][CH:20]([CH3:22])[CH3:21])=[O:37])=[O:36], predict the reactants needed to synthesize it. The reactants are: [C:1]([OH:11])(=[O:10])[C@H:2]([CH:4]1[CH2:9][CH2:8][CH2:7][CH2:6][CH2:5]1)[OH:3].O1[B:17]([C@@H:18]([NH:23][C:24](=[O:37])[CH2:25][NH:26][C:27](=[O:36])[C:28]2[CH:33]=[C:32]([Cl:34])[CH:31]=[CH:30][C:29]=2[Cl:35])[CH2:19][CH:20]([CH3:22])[CH3:21])O[B:17]([C@@H:18]([NH:23][C:24](=[O:37])[CH2:25][NH:26][C:27](=[O:36])[C:28]2[CH:33]=[C:32]([Cl:34])[CH:31]=[CH:30][C:29]=2[Cl:35])[CH2:19][CH:20]([CH3:22])[CH3:21])O[B:17]1[C@@H:18]([NH:23][C:24](=[O:37])[CH2:25][NH:26][C:27](=[O:36])[C:28]1[CH:33]=[C:32]([Cl:34])[CH:31]=[CH:30][C:29]=1[Cl:35])[CH2:19][CH:20]([CH3:22])[CH3:21]. (9) Given the product [N+:17]([O:20][C@H:21]([CH2:28][O:29][N+:30]([O-:32])=[O:31])[CH2:22][CH2:23][CH2:24][C:25]([O:16][C@@H:15]1[CH2:14][O:13][C@@H:12]2[C@H:8]([O:7][CH:2]3[CH2:3][CH2:4][CH2:5][CH2:6][O:1]3)[CH2:9][O:10][C@H:11]12)=[O:26])([O-:19])=[O:18], predict the reactants needed to synthesize it. The reactants are: [O:1]1[CH2:6][CH2:5][CH2:4][CH2:3][CH:2]1[O:7][C@H:8]1[C@H:12]2[O:13][CH2:14][C@@H:15]([OH:16])[C@H:11]2[O:10][CH2:9]1.[N+:17]([O:20][C@H:21]([CH2:28][O:29][N+:30]([O-:32])=[O:31])[CH2:22][CH2:23][CH2:24][C:25](O)=[O:26])([O-:19])=[O:18].CCN=C=NCCCN(C)C.